Dataset: Reaction yield outcomes from USPTO patents with 853,638 reactions. Task: Predict the reaction yield, written as a fraction of the theoretical maximum amount of product (1.0 means a 100% yield; for example, 0.34 means a 34% yield). (1) The reactants are [N+:1]([C:4]1[CH:9]=[CH:8][C:7]([N:10]2[CH2:15][CH2:14][NH:13][CH2:12][CH2:11]2)=[CH:6][CH:5]=1)([O-:3])=[O:2].[H-].[Na+].[CH3:18]I. The catalyst is CN(C)C=O. The product is [CH3:18][N:13]1[CH2:14][CH2:15][N:10]([C:7]2[CH:6]=[CH:5][C:4]([N+:1]([O-:3])=[O:2])=[CH:9][CH:8]=2)[CH2:11][CH2:12]1. The yield is 0.900. (2) The reactants are Cl.[CH3:2][C@@H:3]1[CH2:8][CH2:7][NH:6][CH2:5][C@@H:4]1[C:9]1[N:13]2[C:14]3[CH:20]=[CH:19][NH:18][C:15]=3[N:16]=[CH:17][C:12]2=[CH:11][N:10]=1.[N:21]1([C:27](Cl)=[O:28])[CH2:26][CH2:25][CH2:24][CH2:23][CH2:22]1. The catalyst is C1COCC1.C(Cl)Cl. The product is [C:9]1([C@@H:4]2[C@H:3]([CH3:2])[CH2:8][CH2:7][N:6]([C:27]([N:21]3[CH2:26][CH2:25][CH2:24][CH2:23][CH2:22]3)=[O:28])[CH2:5]2)[N:13]2[C:14]3[CH:20]=[CH:19][NH:18][C:15]=3[N:16]=[CH:17][C:12]2=[CH:11][N:10]=1. The yield is 0.0800. (3) The reactants are [CH3:1][O:2][C:3]1[C:8]([C:9]2[CH:14]=[CH:13][C:12]([S:15](=[O:18])(=[O:17])[NH2:16])=[CH:11][CH:10]=2)=[CH:7][C:6]([C:19]2[S:23][C:22]([C:24]([O:26]C)=[O:25])=[C:21]([CH3:28])[C:20]=2[CH3:29])=[CH:5][CH:4]=1.[OH-].[Na+]. The catalyst is C(O)C. The product is [CH3:1][O:2][C:3]1[C:8]([C:9]2[CH:14]=[CH:13][C:12]([S:15](=[O:18])(=[O:17])[NH2:16])=[CH:11][CH:10]=2)=[CH:7][C:6]([C:19]2[S:23][C:22]([C:24]([OH:26])=[O:25])=[C:21]([CH3:28])[C:20]=2[CH3:29])=[CH:5][CH:4]=1. The yield is 0.860. (4) The reactants are C([Li])CCC.[Cl:6][C:7]1[CH:12]=[CH:11][CH:10]=[C:9]([C:13]#[CH:14])[CH:8]=1.[C:15]([O:19][C:20]([N:22]1[CH2:26][CH2:25][C:24](=[O:27])[CH2:23]1)=[O:21])([CH3:18])([CH3:17])[CH3:16]. The catalyst is C1COCC1.[Cl-].[NH4+].CCOC(C)=O. The product is [C:15]([O:19][C:20]([N:22]1[CH2:26][CH2:25][C:24]([C:14]#[C:13][C:9]2[CH:10]=[CH:11][CH:12]=[C:7]([Cl:6])[CH:8]=2)([OH:27])[CH2:23]1)=[O:21])([CH3:18])([CH3:16])[CH3:17]. The yield is 0.570. (5) The reactants are [NH2:1][C:2]1[C:3]([NH2:14])=[N:4][CH:5]=[C:6]([CH:13]=1)[C:7]([O:9][CH:10]([CH3:12])[CH3:11])=[O:8].Br[CH2:16][C:17](=O)[CH3:18]. The catalyst is C1(=O)CCCCC1. The product is [NH2:1][C:2]1[C:3]2[N:4]([CH:16]=[C:17]([CH3:18])[N:14]=2)[CH:5]=[C:6]([C:7]([O:9][CH:10]([CH3:11])[CH3:12])=[O:8])[CH:13]=1. The yield is 0.550. (6) The reactants are [CH2:1]([N:8]1[CH2:13][CH2:12][CH:11]([NH:14][CH:15]([C:18]2[CH:23]=[CH:22][N:21]=[CH:20][CH:19]=2)[C:16]#N)[CH2:10][CH2:9]1)[C:2]1[CH:7]=[CH:6][CH:5]=[CH:4][CH:3]=1.[F:24][C:25]1[CH:30]=[CH:29][C:28](C=CC=O)=[CH:27][CH:26]=1.C(=O)([O-])[O-].[K+].[K+].C(=O)([O-])O.[Na+].CN(C)[C:48](=O)[CH3:49]. The catalyst is O. The product is [CH2:1]([N:8]1[CH2:9][CH2:10][CH:11]([N:14]2[CH:49]=[CH:48][C:16]([C:28]3[CH:29]=[CH:30][C:25]([F:24])=[CH:26][CH:27]=3)=[C:15]2[C:18]2[CH:23]=[CH:22][N:21]=[CH:20][CH:19]=2)[CH2:12][CH2:13]1)[C:2]1[CH:3]=[CH:4][CH:5]=[CH:6][CH:7]=1. The yield is 0.490.